Dataset: Full USPTO retrosynthesis dataset with 1.9M reactions from patents (1976-2016). Task: Predict the reactants needed to synthesize the given product. (1) The reactants are: [OH:1][CH2:2][N:3]1[C:7](=[O:8])[C:6]([C:15]2[CH:20]=[CH:19][CH:18]=[CH:17][CH:16]=2)([C:9]2[CH:14]=[CH:13][CH:12]=[CH:11][CH:10]=2)[NH:5][C:4]1=[O:21].N1C=CC=CC=1.BrN1C(=O)CCC1=O.[P:36]([O:43]CC)([O:40][CH2:41][CH3:42])[O:37][CH2:38][CH3:39].S([O-])([O-])(=O)=S.[Na+].[Na+]. Given the product [CH2:38]([O:37][P:36](=[O:43])([O:40][CH2:41][CH3:42])[O:1][CH2:2][N:3]1[C:7](=[O:8])[C:6]([C:15]2[CH:16]=[CH:17][CH:18]=[CH:19][CH:20]=2)([C:9]2[CH:14]=[CH:13][CH:12]=[CH:11][CH:10]=2)[NH:5][C:4]1=[O:21])[CH3:39], predict the reactants needed to synthesize it. (2) Given the product [F:10][C:11]([F:25])([C:21]([F:22])([F:24])[F:23])[C:12]([F:19])([F:20])[C:13]([O:16][CH3:17])([F:15])[F:14], predict the reactants needed to synthesize it. The reactants are: BrC(F)(F)C(Cl)(F)C=C.[F:10][C:11]([F:25])([C:21]([F:24])([F:23])[F:22])[C:12]([F:20])([F:19])[C:13]([O:16][CH2:17]C)([F:15])[F:14].